Predict the reactants needed to synthesize the given product. From a dataset of Full USPTO retrosynthesis dataset with 1.9M reactions from patents (1976-2016). (1) Given the product [CH2:8]([C:6]1[CH:5]=[CH:4][N:3]=[C:2]([NH:58][C:59]2[CH:60]=[C:61]([C:66]3[N:67]=[N:68][N:69]([CH:71]([C:73]4[CH:82]=[CH:81][C:76]([C:77]([OH:79])=[O:78])=[CH:75][CH:74]=4)[CH3:72])[CH:70]=3)[CH:62]=[C:63]([CH3:65])[CH:64]=2)[CH:7]=1)[CH3:9], predict the reactants needed to synthesize it. The reactants are: Br[C:2]1[CH:7]=[C:6]([CH2:8][CH3:9])[CH:5]=[CH:4][N:3]=1.CC1(C)C2C(=C(P(C3C=CC=CC=3)C3C=CC=CC=3)C=CC=2)OC2C(P(C3C=CC=CC=3)C3C=CC=CC=3)=CC=CC1=2.C(=O)([O-])[O-].[K+].[K+].[NH2:58][C:59]1[CH:60]=[C:61]([C:66]2[N:67]=[N:68][N:69]([CH:71]([C:73]3[CH:82]=[CH:81][C:76]([C:77]([O:79]C)=[O:78])=[CH:75][CH:74]=3)[CH3:72])[CH:70]=2)[CH:62]=[C:63]([CH3:65])[CH:64]=1.[OH-].[K+]. (2) The reactants are: N[CH:2]1[CH2:6][N:5](C(CC)C(N)=[O:9])[C:4](=[O:13])[CH2:3]1.CO[C:16]1([O:21][CH3:22])[CH2:20][CH2:19][CH2:18]O1.N1C=CC=CC=1. Given the product [NH:5]1[CH2:6][CH2:2][CH2:3][C:4]1=[O:13].[O:21]1[CH:22]=[CH:18][C:19]([OH:9])=[CH:20][CH2:16]1, predict the reactants needed to synthesize it. (3) Given the product [CH2:1]([N:8]1[CH2:9][CH2:10][C:11]([C:14]([N:27]2[CH2:28][CH2:29][N:24]([CH3:23])[CH2:25][CH2:26]2)=[O:15])([C:17]2[CH:22]=[CH:21][CH:20]=[CH:19][CH:18]=2)[CH2:12][CH2:13]1)[C:2]1[CH:3]=[CH:4][CH:5]=[CH:6][CH:7]=1, predict the reactants needed to synthesize it. The reactants are: [CH2:1]([N:8]1[CH2:13][CH2:12][C:11]([C:17]2[CH:22]=[CH:21][CH:20]=[CH:19][CH:18]=2)([C:14](O)=[O:15])[CH2:10][CH2:9]1)[C:2]1[CH:7]=[CH:6][CH:5]=[CH:4][CH:3]=1.[CH3:23][N:24]1[CH2:29][CH2:28][NH:27][CH2:26][CH2:25]1.CCN=C=NCCCN(C)C.Cl. (4) Given the product [CH2:1]([NH:3][C:4]1[S:5][C:6]([C:10]2[CH:15]=[CH:14][N:13]=[C:12]([NH:16][C:17]3[CH:18]=[CH:19][C:20]([N:23]4[CH2:24][CH2:25][NH:26][CH2:27][CH2:28]4)=[CH:21][CH:22]=3)[N:11]=2)=[C:7]([CH3:9])[N:8]=1)[CH3:2], predict the reactants needed to synthesize it. The reactants are: [CH2:1]([NH:3][C:4]1[S:5][C:6]([C:10]2[CH:15]=[CH:14][N:13]=[C:12]([NH:16][C:17]3[CH:22]=[CH:21][C:20]([N:23]4[CH2:28][CH2:27][N:26](C(=O)C)[CH2:25][CH2:24]4)=[CH:19][CH:18]=3)[N:11]=2)=[C:7]([CH3:9])[N:8]=1)[CH3:2]. (5) Given the product [ClH:53].[NH:8]1[CH2:58][CH2:57][CH2:56][C@H:9]1[C:10]([NH:12][C@H:13]([C:15]([O:17][CH2:18][CH2:19][O:20][C:21]1[CH:22]=[CH:23][C:24]([C:27]2[C:32]([C:33]#[N:34])=[C:31]([N:35]3[CH2:36][CH2:37][CH2:38][CH2:39]3)[N:30]=[C:29]([S:40][CH2:41][C:42]3[N:43]=[C:44]([C:47]4[CH:52]=[CH:51][C:50]([Cl:53])=[CH:49][CH:48]=4)[S:45][CH:46]=3)[C:28]=2[C:54]#[N:55])=[CH:25][CH:26]=1)=[O:16])[CH3:14])=[O:11], predict the reactants needed to synthesize it. The reactants are: C(OC([N:8]1[CH2:58][CH2:57][CH2:56][C@H:9]1[C:10]([NH:12][C@H:13]([C:15]([O:17][CH2:18][CH2:19][O:20][C:21]1[CH:26]=[CH:25][C:24]([C:27]2[C:32]([C:33]#[N:34])=[C:31]([N:35]3[CH2:39][CH2:38][CH2:37][CH2:36]3)[N:30]=[C:29]([S:40][CH2:41][C:42]3[N:43]=[C:44]([C:47]4[CH:52]=[CH:51][C:50]([Cl:53])=[CH:49][CH:48]=4)[S:45][CH:46]=3)[C:28]=2[C:54]#[N:55])=[CH:23][CH:22]=1)=[O:16])[CH3:14])=[O:11])=O)(C)(C)C.Cl.